This data is from Full USPTO retrosynthesis dataset with 1.9M reactions from patents (1976-2016). The task is: Predict the reactants needed to synthesize the given product. (1) Given the product [CH3:28][C:29]1[CH:38]=[CH:31][N:32]=[CH:33][C:34]=1[C:2]1[CH:7]=[CH:6][N:5]=[C:4]2[N:8]([C:11]3[CH:12]=[C:13]([S:17]([NH2:20])(=[O:19])=[O:18])[CH:14]=[CH:15][CH:16]=3)[N:9]=[CH:10][C:3]=12, predict the reactants needed to synthesize it. The reactants are: I[C:2]1[CH:7]=[CH:6][N:5]=[C:4]2[N:8]([C:11]3[CH:12]=[C:13]([S:17]([NH2:20])(=[O:19])=[O:18])[CH:14]=[CH:15][CH:16]=3)[N:9]=[CH:10][C:3]=12.C(=O)([O-])[O-].[K+].[K+].Cl.[CH3:28][C:29]1[C:34](B(O)O)=[CH:33][N:32]=[CH:31]N=1.[CH2:38](Cl)Cl. (2) The reactants are: C[O:2][C:3]1[CH:8]=[CH:7][CH:6]=[CH:5][C:4]=1[C:9]1[N:10]=[C:11]([N:19]2[CH2:24][CH2:23][CH:22]([NH:25][C:26](=[O:32])[O:27][CH2:28][CH:29]([CH3:31])[CH3:30])[CH2:21][CH2:20]2)[C:12]2[C:17]([CH3:18])=[CH:16][S:15][C:13]=2[N:14]=1.B(Br)(Br)Br.C([O-])(O)=O.[Na+]. Given the product [OH:2][C:3]1[CH:8]=[CH:7][CH:6]=[CH:5][C:4]=1[C:9]1[N:10]=[C:11]([N:19]2[CH2:24][CH2:23][CH:22]([NH:25][C:26](=[O:32])[O:27][CH2:28][CH:29]([CH3:30])[CH3:31])[CH2:21][CH2:20]2)[C:12]2[C:17]([CH3:18])=[CH:16][S:15][C:13]=2[N:14]=1, predict the reactants needed to synthesize it.